This data is from Forward reaction prediction with 1.9M reactions from USPTO patents (1976-2016). The task is: Predict the product of the given reaction. (1) Given the reactants [F:1][C:2]1[C:9]([C:10]([F:13])([F:12])[F:11])=[CH:8][CH:7]=[CH:6][C:3]=1[CH:4]=[O:5].[N+:14]([O-])([OH:16])=[O:15], predict the reaction product. The product is: [F:1][C:2]1[C:9]([C:10]([F:11])([F:12])[F:13])=[CH:8][C:7]([N+:14]([O-:16])=[O:15])=[CH:6][C:3]=1[CH:4]=[O:5]. (2) Given the reactants [NH2:1][CH:2]([C:5]1[CH:10]=[C:9]([Cl:11])[CH:8]=[CH:7][C:6]=1[O:12][CH3:13])[C:3]#[N:4].[O:14]1[CH2:19][CH2:18][CH:17]([C:20](O)=[O:21])[CH2:16][CH2:15]1.CC(C)CC(N)=O, predict the reaction product. The product is: [Cl:11][C:9]1[CH:8]=[CH:7][C:6]([O:12][CH3:13])=[C:5]([CH:2]([C:3]#[N:4])[NH:1][C:20]([CH:17]2[CH2:18][CH2:19][O:14][CH2:15][CH2:16]2)=[O:21])[CH:10]=1. (3) Given the reactants [NH:1]1CCO[CH2:3][CH2:2]1.[SH:7][C:8]1[NH:9][C:10](=[O:19])[CH:11]=[C:12]([CH2:16][CH2:17][CH3:18])[C:13]=1[C:14]#[N:15].BrCC#N.BrCC(N)=O, predict the reaction product. The product is: [C:2]([CH2:3][S:7][C:8]1[NH:9][C:10](=[O:19])[CH:11]=[C:12]([CH2:16][CH2:17][CH3:18])[C:13]=1[C:14]#[N:15])#[N:1]. (4) The product is: [Cl:1][C:2]1[N:7]=[C:6]([CH:8]([CH:10]2[CH2:12][CH2:11]2)[F:19])[CH:5]=[CH:4][N:3]=1. Given the reactants [Cl:1][C:2]1[N:7]=[C:6]([CH:8]([CH:10]2[CH2:12][CH2:11]2)O)[CH:5]=[CH:4][N:3]=1.C(N(S(F)(F)[F:19])CC)C, predict the reaction product. (5) Given the reactants [CH3:1][NH:2][C@@H:3]([CH2:6][C:7]1[CH:12]=[CH:11][CH:10]=[CH:9][CH:8]=1)[CH2:4][OH:5].C(=O)([O-])[O-].[K+].[K+].Br[CH2:20][C:21]#[CH:22].O, predict the reaction product. The product is: [CH3:1][N:2]([CH2:22][C:21]#[CH:20])[C@@H:3]([CH2:6][C:7]1[CH:12]=[CH:11][CH:10]=[CH:9][CH:8]=1)[CH2:4][OH:5]. (6) The product is: [I:44][C:13]1[C:7]2[O:6][C:5]3[C:4]([Si:14]([C:27]4[CH:32]=[CH:31][CH:30]=[CH:29][CH:28]=4)([C:21]4[CH:22]=[CH:23][CH:24]=[CH:25][CH:26]=4)[C:15]4[CH:20]=[CH:19][CH:18]=[CH:17][CH:16]=4)=[CH:3][CH:2]=[CH:1][C:9]=3[C:8]=2[CH:10]=[CH:11][CH:12]=1. Given the reactants [CH:1]1[C:9]2[C:8]3[CH:10]=[CH:11][CH:12]=[CH:13][C:7]=3[O:6][C:5]=2[C:4]([Si:14]([C:27]2[CH:32]=[CH:31][CH:30]=[CH:29][CH:28]=2)([C:21]2[CH:26]=[CH:25][CH:24]=[CH:23][CH:22]=2)[C:15]2[CH:20]=[CH:19][CH:18]=[CH:17][CH:16]=2)=[CH:3][CH:2]=1.C([Li])CCC.CCCCCC.[I:44]I, predict the reaction product. (7) Given the reactants [C:1]1([C:7]2[N:11]([S:12]([C:15]3[CH:20]=[CH:19][CH:18]=[C:17]([C:21]([CH3:24])([OH:23])[CH3:22])[CH:16]=3)(=[O:14])=[O:13])[CH:10]=[C:9]([CH2:25][NH:26][C:27](=O)OC(C)(C)C)[CH:8]=2)[CH:6]=[CH:5][CH:4]=[CH:3][CH:2]=1.C(OCC)(=O)C.Cl, predict the reaction product. The product is: [CH3:27][NH:26][CH2:25][C:9]1[CH:8]=[C:7]([C:1]2[CH:6]=[CH:5][CH:4]=[CH:3][CH:2]=2)[N:11]([S:12]([C:15]2[CH:16]=[C:17]([C:21]([OH:23])([CH3:24])[CH3:22])[CH:18]=[CH:19][CH:20]=2)(=[O:14])=[O:13])[CH:10]=1. (8) The product is: [CH3:32][C:28]1([CH3:31])[O:27][CH:26]([CH2:25][O:24][C:21]2[CH:22]=[CH:23][C:18]([C:13]([C:10]3[CH:11]=[CH:12][C:7]([CH2:6][CH2:5][C:4]([CH2:36][CH3:37])([OH:35])[CH2:41][CH3:42])=[C:8]([CH3:34])[CH:9]=3)([CH2:16][CH3:17])[CH2:14][CH3:15])=[CH:19][C:20]=2[CH3:33])[CH2:30][O:29]1. Given the reactants C(O[C:4](=[O:35])[CH2:5][CH2:6][C:7]1[CH:12]=[CH:11][C:10]([C:13]([C:18]2[CH:23]=[CH:22][C:21]([O:24][CH2:25][CH:26]3[CH2:30][O:29][C:28]([CH3:32])([CH3:31])[O:27]3)=[C:20]([CH3:33])[CH:19]=2)([CH2:16][CH3:17])[CH2:14][CH3:15])=[CH:9][C:8]=1[CH3:34])C.[CH2:36]([Li])[CH3:37].[NH4+].[Cl-].[CH2:41]1COC[CH2:42]1, predict the reaction product.